This data is from Experimentally validated miRNA-target interactions with 360,000+ pairs, plus equal number of negative samples. The task is: Binary Classification. Given a miRNA mature sequence and a target amino acid sequence, predict their likelihood of interaction. (1) The miRNA is hsa-miR-6821-5p with sequence GUGCGUGGUGGCUCGAGGCGGGG. The protein sequence of the target gene is MCRIAGALRTLLPLLAALLQASVEASGEIALCKTGFPEDVYSAVLSKDVHEGQPLLNVKFSNCNGKRKVQYESSEPADFKVDEDGMVYAVRSFPLSSEHAKFLIYAQDKETQEKWQVAVKLSLKPTLTEESVKESAEVEEIVFPRQFSKHSGHLQRQKRDWVIPPINLPENSRGPFPQELVRIRSDRDKNLSLRYSVTGPGADQPPTGIFIINPISGQLSVTKPLDREQIARFHLRAHAVDINGNQVENPIDIVINVIDMNDNRPEFLHQVWNGTVPEGSKPGTYVMTVTAIDADDPNAL.... Result: 0 (no interaction). (2) The miRNA is rno-miR-181d-3p with sequence CCACCGGGGGAUGAAUGUCA. The protein sequence of the target gene is MDDPDCDSTWEEDEEDAEDAEDEDCEDGEAAGARDADAGDEDEESEEPRAARPSSFQSRMTGSRNWRATRDMCRYRHNYPDLVERDCNGDTPNLSFYRNEIRFLPNGCFIEDILQNWTDNYDLLEDNHSYIQWLFPLREPGVNWHAKPLTLREVEVFKSSQEIQERLVRAYELMLGFYGIRLEDRGTGTVGRAQNYQKRFQNLNWRSHNNLRITRILKSLGELGLEHFQAPLVRFFLEETLVRRELPGVRQSALDYFMFAVRCRHQRRQLVHFAWEHFRPRCKFVWGPQDKLRRFKPSSL.... Result: 0 (no interaction). (3) The miRNA is hsa-miR-3124-3p with sequence ACUUUCCUCACUCCCGUGAAGU. The protein sequence of the target gene is MAAVPELLEQQEEDRSKLRSVSVDLNVDPSLQIDIPDALSERDKVKFTVHTKTTLSTFQSPEFSVTRQHEDFVWLHDTLTETTDYAGLIIPPAPTKPDFDGPREKMQKLGEGEGSMTKEEFAKMKQELEAEYLAVFKKTVSTHEVFLQRLSSHPVLSKDRNFHVFLEYDQDLSVRRKNTKEMFGGFFKSVVKSADEVLFSGVKEVDDFFEQEKNFLINYYNRIKDSCAKADKMTRSHKNVADDYIHTAACLHSLALEEPTVIKKYLLKVAELFEKLRKVEGRVSSDEDLKLTELLRYYML.... Result: 0 (no interaction). (4) The miRNA is hsa-miR-3137 with sequence UCUGUAGCCUGGGAGCAAUGGGGU. The protein sequence of the target gene is MMAAAPIQQNGTHTGVPIDLDPPDSRKRPLEAPPEAGSTKRTNTGEDGQYFLKVLIPSYAAGSIIGKGGQTIVQLQKETGATIKLSKSKDFYPGTTERVCLIQGTIEALNAVHGFIAEKIREMPQNVAKTEPVSILQPQTTVNPDRIKQTLPSSPTTTKSSPSDPMTTSRANQVKIIVPNSTAGLIIGKGGATVKAIMEQSGAWVQLSQKPDGINLQERVVTVSGEPEQNRKAVELIIQKIQEDPQSGSCLNISYANVTGPVANSNPTGSPYANTAEVLPTAAAAAGLLGHANLAGVAAF.... Result: 0 (no interaction). (5) The miRNA is hsa-miR-6515-3p with sequence UCUCUUCAUCUACCCCCCAG. The protein sequence of the target gene is MSTESGPGTRLRNLPVMGDGLETSQMSTTQAQAQPQPANAASTNPPPPETSNPNKPKRQTNQLQYLLRVVLKTLWKHQFAWPFQQPVDAVKLNLPDYYKIIKTPMDMGTIKKRLENNYYWNAQECIQDFNTMFTNCYIYNKPGDDIVLMAEALEKLFLQKINELPTEETEIMIVQAKGRGRGRKETGAAKPGVSTVPNTTQASTSPQTQTPQQNPPPPVQATTHPFPAVTPDLIAQPPVMTMVPPQPLQTPSPVPPQPPPPPAPVPQPVQSHPPIIATTPQPVKTKKGVKRKADTTTPTT.... Result: 0 (no interaction). (6) The miRNA is hsa-miR-3164 with sequence UGUGACUUUAAGGGAAAUGGCG. The protein sequence of the target gene is MDIIMGHCVGTRPPACCLILLLFKLLATVSQGLPGTGPLGFHFTHSIYNATVYENSAARTYVNSQSRMGITLIDLSWDIKYRIVSGDEEGFFKAEEVIIADFCFLRIRTKGGNSAILNREIQDNYLLIVKGSVRGEDLEAWTKVNIQVLDMNDLRPLFSPTTYSVTIAESTPLRTSVAQVTATDADIGSNGEFYYYFKNKVDLFSVHPTSGVISLSGRLNYDEKNRYDLEILAVDRGMKLYGNNGVSSTAKLYVHIERINEHAPTIHVVTHVPFSLEKEPTYAVVTVDDLDDGANGEIES.... Result: 1 (interaction). (7) The miRNA is hsa-miR-642a-5p with sequence GUCCCUCUCCAAAUGUGUCUUG. The protein sequence of the target gene is MQRLGATLLCLLLAAAVPTAPAPAPTATSAPVKPGPALSYPQEEATLNEMFREVEELMEDTQHKLRSAVEEMEAEEAAAKASSEVNLANLPPSYHNETNTDTKVGNNTIHVHREIHKITNNQTGQMVFSETVITSVGDEEGRRSHECIIDEDCGPSMYCQFASFQYTCQPCRGQRMLCTRDSECCGDQLCVWGHCTKMATRGSNGTICDNQRDCQPGLCCAFQRGLLFPVCTPLPVEGELCHDPASRLLDLITWELEPDGALDRCPCASGLLCQPHSHSLVYVCKPTFVGSRDQDGEILL.... Result: 1 (interaction). (8) The miRNA is hsa-miR-4747-5p with sequence AGGGAAGGAGGCUUGGUCUUAG. The protein sequence of the target gene is MSSDSELAVFGEAAPFLRKSERERIEAQNRPFDAKTSVFVAEPKESFVKGTIQSREGGKVTVKTEGGATLTVKDDQVFPMNPPKYDKIEDMAMMTHLHEPAVLYNLKERYAAWMIYTYSGLFCVTVNPYKWLPVYKPEVVTAYRGKKRQEAPPHIFSISDNAYQFMLTDRENQSILITGESGAGKTVNTKRVIQYFATIAVTGEKKKEEITSGKIQGTLEDQIISANPLLEAFGNAKTVRNDNSSRFGKFIRIHFGTTGKLASADIETYLLEKSRVVFQLKAERSYHIFYQITSNKKPEL.... Result: 1 (interaction).